From a dataset of Reaction yield outcomes from USPTO patents with 853,638 reactions. Predict the reaction yield, written as a fraction of the theoretical maximum amount of product (1.0 means a 100% yield; for example, 0.34 means a 34% yield). (1) The reactants are [Cl:1][C:2]1[C:3]([O:12][C:13]2[CH:18]=[C:17]([O:19][CH2:20][CH2:21][O:22][CH3:23])[CH:16]=[CH:15][C:14]=2[CH2:24][CH:25]([O:30][CH3:31])[C:26]([O:28]C)=[O:27])=[N:4][CH:5]=[C:6]([C:8]([F:11])([F:10])[F:9])[CH:7]=1.[OH-].[Na+].Cl.C1(C)C=CC=CC=1. The catalyst is O1CCCC1.CO. The product is [Cl:1][C:2]1[C:3]([O:12][C:13]2[CH:18]=[C:17]([O:19][CH2:20][CH2:21][O:22][CH3:23])[CH:16]=[CH:15][C:14]=2[CH2:24][CH:25]([O:30][CH3:31])[C:26]([OH:28])=[O:27])=[N:4][CH:5]=[C:6]([C:8]([F:9])([F:11])[F:10])[CH:7]=1. The yield is 0.540. (2) The yield is 0.840. The catalyst is CN(C)C=O.C1C=CC(P(C2C=CC=CC=2)[C-]2C=CC=C2)=CC=1.C1C=CC(P(C2C=CC=CC=2)[C-]2C=CC=C2)=CC=1.[Fe+2].C1C=CC([P]([Pd]([P](C2C=CC=CC=2)(C2C=CC=CC=2)C2C=CC=CC=2)([P](C2C=CC=CC=2)(C2C=CC=CC=2)C2C=CC=CC=2)[P](C2C=CC=CC=2)(C2C=CC=CC=2)C2C=CC=CC=2)(C2C=CC=CC=2)C2C=CC=CC=2)=CC=1.C1C=CC(/C=C/C(/C=C/C2C=CC=CC=2)=O)=CC=1.C1C=CC(/C=C/C(/C=C/C2C=CC=CC=2)=O)=CC=1.C1C=CC(/C=C/C(/C=C/C2C=CC=CC=2)=O)=CC=1.[Pd].[Pd]. The reactants are Br[C:2]1[CH:3]=[CH:4][CH:5]=[C:6]2[C:11]=1[N:10]([CH3:12])[CH:9]=[C:8]([O:13][CH2:14][C:15]1[CH:20]=[CH:19][C:18]([O:21][CH3:22])=[CH:17][CH:16]=1)[C:7]2=[O:23].[C:24]([Zn]C#N)#[N:25]. The product is [CH3:22][O:21][C:18]1[CH:19]=[CH:20][C:15]([CH2:14][O:13][C:8]2[C:7](=[O:23])[C:6]3[C:11](=[C:2]([C:24]#[N:25])[CH:3]=[CH:4][CH:5]=3)[N:10]([CH3:12])[CH:9]=2)=[CH:16][CH:17]=1. (3) The reactants are [C:1]([NH2:4])(=[S:3])[CH3:2].Br[CH2:6][C:7]([C:9]1[CH:14]=[CH:13][C:12]([O:15][CH3:16])=[CH:11][CH:10]=1)=O. The catalyst is O. The product is [CH3:16][O:15][C:12]1[CH:13]=[CH:14][C:9]([C:7]2[N:4]=[C:1]([CH3:2])[S:3][CH:6]=2)=[CH:10][CH:11]=1. The yield is 0.690. (4) The reactants are C(=O)([O-])[O-].[K+].[K+].[CH2:7](Br)[CH:8]=[CH2:9].[CH:11]([C:13]1[CH:18]=[CH:17][C:16]([O:19][S:20]([C:23]([F:26])([F:25])[F:24])(=[O:22])=[O:21])=[CH:15][C:14]=1[OH:27])=[O:12]. The catalyst is CC(C)=O. The product is [CH2:7]([O:27][C:14]1[CH:15]=[C:16]([O:19][S:20]([C:23]([F:26])([F:24])[F:25])(=[O:22])=[O:21])[CH:17]=[CH:18][C:13]=1[CH:11]=[O:12])[CH:8]=[CH2:9]. The yield is 0.730. (5) The reactants are [SH:1][CH2:2][CH2:3][CH2:4][CH2:5][CH2:6][C:7]([OH:9])=[O:8].O.[CH3:11][S:12]S(C)(=O)=O.C(OCC)(=O)C. The catalyst is C(O)C.[Cl-].[Na+].C(O)(=O)C. The product is [CH3:11][S:12][S:1][CH2:2][CH2:3][CH2:4][CH2:5][CH2:6][C:7]([OH:9])=[O:8]. The yield is 0.735. (6) The reactants are [N+:1]([C:4]1[CH:5]=[C:6]2[C:10](=[CH:11][CH:12]=1)[NH:9][N:8]=[CH:7]2)([O-:3])=[O:2].[O:13]1[CH:18]=[CH:17][CH2:16][CH2:15][CH2:14]1.C1(C)C=CC(S(O)(=O)=O)=CC=1. The catalyst is C(Cl)Cl. The product is [N+:1]([C:4]1[CH:5]=[C:6]2[C:10](=[CH:11][CH:12]=1)[N:9]([CH:14]1[CH2:15][CH2:16][CH2:17][CH2:18][O:13]1)[N:8]=[CH:7]2)([O-:3])=[O:2]. The yield is 0.880. (7) The reactants are [C:1]([C:4]1[CH:5]=[C:6]([C:10]#[C:11][C:12]2[C:17]([C:18]([F:21])([F:20])[F:19])=[CH:16][N:15]=[C:14]([NH:22][C:23]3[CH:42]=[CH:41][C:26]([CH2:27][N:28]4[CH2:33][CH2:32][N:31]([C:34]([O:36][C:37]([CH3:40])([CH3:39])[CH3:38])=[O:35])[CH2:30][CH2:29]4)=[CH:25][CH:24]=3)[N:13]=2)[CH:7]=[CH:8][CH:9]=1)(=[O:3])[NH2:2].C(N(CC)CC)C. The catalyst is CN(C=O)C.[Pd]. The product is [C:1]([C:4]1[CH:5]=[C:6]([CH:7]=[CH:8][CH:9]=1)[CH2:10][CH2:11][C:12]1[C:17]([C:18]([F:21])([F:19])[F:20])=[CH:16][N:15]=[C:14]([NH:22][C:23]2[CH:24]=[CH:25][C:26]([CH2:27][N:28]3[CH2:29][CH2:30][N:31]([C:34]([O:36][C:37]([CH3:38])([CH3:39])[CH3:40])=[O:35])[CH2:32][CH2:33]3)=[CH:41][CH:42]=2)[N:13]=1)(=[O:3])[NH2:2]. The yield is 0.630. (8) The reactants are C[O:2][C:3](=O)[CH2:4][C:5]([NH:7][C:8]1[CH:13]=[CH:12][C:11]([CH2:14][O:15][C:16]2[CH:21]=[CH:20][CH:19]=[C:18]([F:22])[CH:17]=2)=[CH:10][CH:9]=1)=[O:6].[OH-].[NH4+:25]. No catalyst specified. The product is [F:22][C:18]1[CH:17]=[C:16]([CH:21]=[CH:20][CH:19]=1)[O:15][CH2:14][C:11]1[CH:12]=[CH:13][C:8]([NH:7][C:5](=[O:6])[CH2:4][C:3]([NH2:25])=[O:2])=[CH:9][CH:10]=1. The yield is 0.370. (9) The reactants are [F:1][C:2]([F:19])([F:18])[C:3]1[C:14]([CH2:15][CH2:16][NH2:17])=[C:6]2[C:7]3[CH2:13][CH2:12][O:11][C:8]=3[CH:9]=[CH:10][N:5]2[N:4]=1.C(N(CC)CC)C.[C:27](Cl)(=[O:29])[CH3:28]. The catalyst is O1CCCC1.C(=O)([O-])O.[Na+]. The product is [F:19][C:2]([F:1])([F:18])[C:3]1[C:14]([CH2:15][CH2:16][NH:17][C:27](=[O:29])[CH3:28])=[C:6]2[C:7]3[CH2:13][CH2:12][O:11][C:8]=3[CH:9]=[CH:10][N:5]2[N:4]=1. The yield is 0.760. (10) The reactants are [NH2:1][C:2]1[CH:3]=[C:4]([N:8]2[CH2:13][CH2:12][N:11]([CH2:14][CH2:15][CH:16]3[CH2:21][CH2:20][N:19]([CH2:22][C:23](=[O:25])[CH3:24])[CH2:18][CH2:17]3)[CH2:10][CH2:9]2)[CH:5]=[CH:6][CH:7]=1.C(N(CC)CC)C.Cl[C:34]([O:36][CH2:37][CH3:38])=[O:35]. The catalyst is ClCCl. The product is [CH2:37]([O:36][C:34](=[O:35])[NH:1][C:2]1[CH:7]=[CH:6][CH:5]=[C:4]([N:8]2[CH2:13][CH2:12][N:11]([CH2:14][CH2:15][CH:16]3[CH2:21][CH2:20][N:19]([CH2:22][C:23](=[O:25])[CH3:24])[CH2:18][CH2:17]3)[CH2:10][CH2:9]2)[CH:3]=1)[CH3:38]. The yield is 0.200.